From a dataset of Forward reaction prediction with 1.9M reactions from USPTO patents (1976-2016). Predict the product of the given reaction. (1) Given the reactants [NH2:1][C:2]1[CH:7]=[CH:6][C:5]([Br:8])=[CH:4][C:3]=1[C:9]([C:11]1[CH:16]=[CH:15][C:14]([Cl:17])=[CH:13][CH:12]=1)=O.[CH3:18][C:19]([S:22]([NH2:24])=[O:23])([CH3:21])[CH3:20], predict the reaction product. The product is: [NH2:1][C:2]1[CH:7]=[CH:6][C:5]([Br:8])=[CH:4][C:3]=1[C:9]([C:11]1[CH:16]=[CH:15][C:14]([Cl:17])=[CH:13][CH:12]=1)=[N:24][S:22]([C:19]([CH3:21])([CH3:20])[CH3:18])=[O:23]. (2) Given the reactants CC1C=CC(S(O[CH2:12][C:13]2([C:27]#[N:28])[CH2:18][CH2:17][CH:16]([O:19][CH2:20][C:21]3[CH:26]=[CH:25][CH:24]=[CH:23][CH:22]=3)[CH2:15][CH2:14]2)(=O)=O)=CC=1.[H-].[H-].[H-].[H-].[Li+].[Al+3].[OH-].[Na+].[CH3:37][C:38]([O:41][C:42](O[C:42]([O:41][C:38]([CH3:40])([CH3:39])[CH3:37])=[O:43])=[O:43])([CH3:40])[CH3:39], predict the reaction product. The product is: [CH2:20]([O:19][CH:16]1[CH2:15][CH2:14][C:13]2([CH2:12][N:28]([C:42]([O:41][C:38]([CH3:40])([CH3:39])[CH3:37])=[O:43])[CH2:27]2)[CH2:18][CH2:17]1)[C:21]1[CH:22]=[CH:23][CH:24]=[CH:25][CH:26]=1. (3) The product is: [F:1][C:2]1[CH:7]=[CH:6][C:5]([CH:8]2[N:13]3[N:14]=[C:15]([N:17]([C:18]([O:20][C:21]([CH3:24])([CH3:23])[CH3:22])=[O:19])[C:25]([O:27][C:28]([CH3:29])([CH3:30])[CH3:31])=[O:26])[N:16]=[C:12]3[CH2:11][NH:10][CH2:9]2)=[CH:4][CH:3]=1. Given the reactants [F:1][C:2]1[CH:7]=[CH:6][C:5]([C:8]2[N:13]3[N:14]=[C:15]([N:17]([C:25]([O:27][C:28]([CH3:31])([CH3:30])[CH3:29])=[O:26])[C:18]([O:20][C:21]([CH3:24])([CH3:23])[CH3:22])=[O:19])[N:16]=[C:12]3[CH:11]=[N:10][CH:9]=2)=[CH:4][CH:3]=1, predict the reaction product.